From a dataset of Retrosynthesis with 50K atom-mapped reactions and 10 reaction types from USPTO. Predict the reactants needed to synthesize the given product. (1) Given the product C[C@H]1[C@H](NC(=O)OC(C)(C)C)CNCC1(C)C, predict the reactants needed to synthesize it. The reactants are: C[C@H]1[C@H](NC(=O)OC(C)(C)C)CN(Cc2ccccc2)CC1(C)C. (2) Given the product CC1=C(C(=O)Nc2ccc3[nH]nc(C)c3c2)C(c2ccc(C(F)(F)F)cc2F)CC(=O)N1C, predict the reactants needed to synthesize it. The reactants are: CC1=C(C(=O)O)C(c2ccc(C(F)(F)F)cc2F)CC(=O)N1C.Cc1n[nH]c2ccc(N)cc12. (3) Given the product Nc1cc(OCc2ccccc2)c(C(=O)NC2CN3CCC2CC3)cc1Cl, predict the reactants needed to synthesize it. The reactants are: NC1CN2CCC1CC2.Nc1cc(OCc2ccccc2)c(C(=O)O)cc1Cl. (4) Given the product CC(=O)NCCNc1cc(Cl)nc(-c2ccc(Cl)cc2)n1, predict the reactants needed to synthesize it. The reactants are: CC(=O)NCCN.Clc1ccc(-c2nc(Cl)cc(Cl)n2)cc1. (5) Given the product O=Cc1ccc(Br)cc1OC(F)(F)F, predict the reactants needed to synthesize it. The reactants are: FC(F)(F)Oc1cc(Br)ccc1I.O=C(O)CC(O)(CC(=O)O)C(=O)O. (6) Given the product COC(=O)c1sc(-c2ccc(Cl)cc2Cl)c(-c2ccc(Cl)cc2)c1OC, predict the reactants needed to synthesize it. The reactants are: COC(=O)c1sc(-c2ccc(Cl)cc2Cl)c(Br)c1OC.OB(O)c1ccc(Cl)cc1. (7) Given the product CC(=O)N1CC=C(c2cccnc2O[C@H]2C[C@@H](Nc3nc4ccccc4s3)C2)CC1, predict the reactants needed to synthesize it. The reactants are: CC(=O)N1CC=C(c2cccnc2F)CC1.O[C@H]1C[C@@H](Nc2nc3ccccc3s2)C1.